From a dataset of Catalyst prediction with 721,799 reactions and 888 catalyst types from USPTO. Predict which catalyst facilitates the given reaction. (1) Reactant: Br[C:2]1[CH:3]=[C:4]([N+:11]([O-:13])=[O:12])[CH:5]=[C:6]2[C:10]=1[NH:9][CH:8]=[CH:7]2.C(=O)([O-])[O-].[Cs+].[Cs+].[CH:20]1(B(O)O)[CH2:22][CH2:21]1. The catalyst class is: 93. Product: [CH:20]1([C:2]2[CH:3]=[C:4]([N+:11]([O-:13])=[O:12])[CH:5]=[C:6]3[C:10]=2[NH:9][CH:8]=[CH:7]3)[CH2:22][CH2:21]1. (2) Reactant: [H-].[Al+3].[Li+].[H-].[H-].[H-].[Al+3].[Cl-].[Cl-].[Cl-].[Cl:11][C:12]1[CH:17]=[CH:16][C:15]([N:18]2[C:22](=O)[C:21]3([CH2:28][CH2:27][CH2:26][CH2:25][CH2:24]3)[NH:20][C:19]2=[O:29])=[C:14]([F:30])[CH:13]=1. Product: [Cl:11][C:12]1[CH:17]=[CH:16][C:15]([N:18]2[CH2:22][C:21]3([CH2:28][CH2:27][CH2:26][CH2:25][CH2:24]3)[NH:20][C:19]2=[O:29])=[C:14]([F:30])[CH:13]=1. The catalyst class is: 1. (3) Reactant: Cl[C:2]1[CH:11]=[CH:10][C:9]([N+:12]([O-:14])=[O:13])=[CH:8][C:3]=1[C:4]([O:6]C)=O.[SH:15][CH2:16][C:17]([O:19][CH3:20])=[O:18].C([O-])([O-])=O.[K+].[K+]. Product: [OH:6][C:4]1[C:3]2[CH:8]=[C:9]([N+:12]([O-:14])=[O:13])[CH:10]=[CH:11][C:2]=2[S:15][C:16]=1[C:17]([O:19][CH3:20])=[O:18]. The catalyst class is: 3.